From a dataset of Forward reaction prediction with 1.9M reactions from USPTO patents (1976-2016). Predict the product of the given reaction. (1) Given the reactants Br[C:2]1[N:7]=[C:6]([NH:8][C:9]2[C:10]3[N:11]([C:16]([C:19]([NH:21][C:22]4[CH:27]=[CH:26][N:25]=[CH:24][C:23]=4[F:28])=[O:20])=[CH:17][N:18]=3)[N:12]=[C:13](Cl)[CH:14]=2)[CH:5]=[CH:4][CH:3]=1.[NH2:29][C@H:30]1[CH2:35][CH2:34][C@H:33]([OH:36])[CH2:32][CH2:31]1, predict the reaction product. The product is: [F:28][C:23]1[CH:24]=[N:25][CH:26]=[CH:27][C:22]=1[NH:21][C:19]([C:16]1[N:11]2[N:12]=[C:13]([NH:29][C@H:30]3[CH2:35][CH2:34][C@H:33]([OH:36])[CH2:32][CH2:31]3)[CH:14]=[C:9]([NH:8][C:6]3[CH:5]=[CH:4][CH:3]=[C:2]([NH:29][C@H:30]4[CH2:35][CH2:34][C@H:33]([OH:36])[CH2:32][CH2:31]4)[N:7]=3)[C:10]2=[N:18][CH:17]=1)=[O:20]. (2) Given the reactants [NH2:1][CH2:2][CH2:3][CH2:4][N:5]1[C:14]2[C:9](=[N:10][CH:11]=[C:12]([CH2:15][C:16]3[CH:21]=[CH:20][C:19]([F:22])=[CH:18][CH:17]=3)[CH:13]=2)[C:8]([OH:23])=[C:7]([C:24]([NH:26][CH2:27][CH2:28][O:29][CH2:30][CH3:31])=[O:25])[C:6]1=[O:32].[O:33]1[CH:37]=[CH:36][CH:35]=[C:34]1[C:38](Cl)=[O:39].CCN(C(C)C)C(C)C, predict the reaction product. The product is: [CH2:30]([O:29][CH2:28][CH2:27][NH:26][C:24]([C:7]1[C:6](=[O:32])[N:5]([CH2:4][CH2:3][CH2:2][NH:1][C:38]([C:34]2[O:33][CH:37]=[CH:36][CH:35]=2)=[O:39])[C:14]2[C:9]([C:8]=1[OH:23])=[N:10][CH:11]=[C:12]([CH2:15][C:16]1[CH:17]=[CH:18][C:19]([F:22])=[CH:20][CH:21]=1)[CH:13]=2)=[O:25])[CH3:31]. (3) Given the reactants [S:1](=[O:3])=[O:2].[C:4]([C:8]1[CH:9]=[C:10](N)[CH:11]=[CH:12][C:13]=1[Cl:14])([CH3:7])([CH3:6])[CH3:5].N([O-])=O.[Na+].[ClH:20], predict the reaction product. The product is: [C:4]([C:8]1[CH:9]=[C:10]([S:1]([Cl:20])(=[O:3])=[O:2])[CH:11]=[CH:12][C:13]=1[Cl:14])([CH3:7])([CH3:6])[CH3:5]. (4) Given the reactants [S:1]([C:4]1[S:8][C:7]([NH:9][C:10]2[N:15]=[CH:14][C:13]([CH2:16][OH:17])=[CH:12][CH:11]=2)=[N:6][CH:5]=1)[C:2]#N.SC[C@H]([C@@H](CS)O)O.[O-]P([O-])([O-])=O.[K+].[K+].[K+].ClC1[CH:40]=[CH:39][N:38]=[C:37]([C:41]([O:43][CH3:44])=[O:42])[C:36]=1[F:45], predict the reaction product. The product is: [F:45][C:36]1[C:37]([C:41]([O:43][CH3:44])=[O:42])=[N:38][CH:39]=[CH:40][C:2]=1[S:1][C:4]1[S:8][C:7]([NH:9][C:10]2[CH:11]=[CH:12][C:13]([CH2:16][OH:17])=[CH:14][N:15]=2)=[N:6][CH:5]=1.